This data is from NCI-60 drug combinations with 297,098 pairs across 59 cell lines. The task is: Regression. Given two drug SMILES strings and cell line genomic features, predict the synergy score measuring deviation from expected non-interaction effect. (1) Drug 1: CC(CN1CC(=O)NC(=O)C1)N2CC(=O)NC(=O)C2. Drug 2: CCCCC(=O)OCC(=O)C1(CC(C2=C(C1)C(=C3C(=C2O)C(=O)C4=C(C3=O)C=CC=C4OC)O)OC5CC(C(C(O5)C)O)NC(=O)C(F)(F)F)O. Cell line: LOX IMVI. Synergy scores: CSS=25.9, Synergy_ZIP=-8.86, Synergy_Bliss=-1.13, Synergy_Loewe=2.75, Synergy_HSA=2.86. (2) Drug 1: C1C(C(OC1N2C=C(C(=O)NC2=O)F)CO)O. Drug 2: CS(=O)(=O)CCNCC1=CC=C(O1)C2=CC3=C(C=C2)N=CN=C3NC4=CC(=C(C=C4)OCC5=CC(=CC=C5)F)Cl. Cell line: UO-31. Synergy scores: CSS=9.66, Synergy_ZIP=-8.21, Synergy_Bliss=-0.107, Synergy_Loewe=-2.25, Synergy_HSA=-0.715. (3) Drug 1: CCC1(CC2CC(C3=C(CCN(C2)C1)C4=CC=CC=C4N3)(C5=C(C=C6C(=C5)C78CCN9C7C(C=CC9)(C(C(C8N6C)(C(=O)OC)O)OC(=O)C)CC)OC)C(=O)OC)O.OS(=O)(=O)O. Drug 2: B(C(CC(C)C)NC(=O)C(CC1=CC=CC=C1)NC(=O)C2=NC=CN=C2)(O)O. Cell line: DU-145. Synergy scores: CSS=20.5, Synergy_ZIP=-3.04, Synergy_Bliss=-6.00, Synergy_Loewe=-17.4, Synergy_HSA=-9.00. (4) Drug 1: CCC1=C2CN3C(=CC4=C(C3=O)COC(=O)C4(CC)O)C2=NC5=C1C=C(C=C5)O. Drug 2: CCC1(CC2CC(C3=C(CCN(C2)C1)C4=CC=CC=C4N3)(C5=C(C=C6C(=C5)C78CCN9C7C(C=CC9)(C(C(C8N6C)(C(=O)OC)O)OC(=O)C)CC)OC)C(=O)OC)O.OS(=O)(=O)O. Cell line: RXF 393. Synergy scores: CSS=14.8, Synergy_ZIP=-4.75, Synergy_Bliss=-4.09, Synergy_Loewe=-2.21, Synergy_HSA=-1.66. (5) Drug 1: CN(C(=O)NC(C=O)C(C(C(CO)O)O)O)N=O. Drug 2: N.N.Cl[Pt+2]Cl. Cell line: HOP-62. Synergy scores: CSS=32.1, Synergy_ZIP=-4.57, Synergy_Bliss=-7.59, Synergy_Loewe=-32.4, Synergy_HSA=-3.65.